Dataset: Full USPTO retrosynthesis dataset with 1.9M reactions from patents (1976-2016). Task: Predict the reactants needed to synthesize the given product. (1) Given the product [CH2:18]([O:1][C:2]1[C:6]([C:7]([O:9][CH2:10][CH3:11])=[O:8])=[CH:5][N:4]([C:12]2[CH:17]=[CH:16][CH:15]=[CH:14][CH:13]=2)[N:3]=1)[C:19]1[CH:24]=[CH:23][CH:22]=[CH:21][CH:20]=1, predict the reactants needed to synthesize it. The reactants are: [OH:1][C:2]1[C:6]([C:7]([O:9][CH2:10][CH3:11])=[O:8])=[CH:5][N:4]([C:12]2[CH:17]=[CH:16][CH:15]=[CH:14][CH:13]=2)[N:3]=1.[CH2:18](Br)[C:19]1[CH:24]=[CH:23][CH:22]=[CH:21][CH:20]=1.C(=O)([O-])[O-].[K+].[K+].CN(C)C=O. (2) Given the product [CH3:31][N:32]([CH3:37])[CH2:33][CH2:34][CH2:35][NH:36][C:8](=[O:7])[NH:9][C:10]1[S:14][N:13]=[C:12]([O:15][CH2:16][C:17]2[C:22]([F:23])=[CH:21][C:20]([CH3:24])=[C:19]([F:25])[C:18]=2[F:26])[C:11]=1[C:27]([NH2:28])=[O:29], predict the reactants needed to synthesize it. The reactants are: C1([O:7][C:8](=O)[NH:9][C:10]2[S:14][N:13]=[C:12]([O:15][CH2:16][C:17]3[C:22]([F:23])=[CH:21][C:20]([CH3:24])=[C:19]([F:25])[C:18]=3[F:26])[C:11]=2[C:27](=[O:29])[NH2:28])C=CC=CC=1.[CH3:31][N:32]([CH3:37])[CH2:33][CH2:34][CH2:35][NH2:36].